From a dataset of Forward reaction prediction with 1.9M reactions from USPTO patents (1976-2016). Predict the product of the given reaction. (1) Given the reactants [N:1]1[C:10]2[C:5](=[CH:6][CH:7]=[CH:8][CH:9]=2)[CH:4]=[CH:3][C:2]=1[CH2:11][O:12][C:13]1[CH:51]=[CH:50][C:16]2[N:17]([CH2:30][C:31]3[CH:36]=[CH:35][CH:34]=[C:33]([C:37]4[N:41](COCC[Si](C)(C)C)[N:40]=[CH:39][CH:38]=4)[CH:32]=3)[C:18]([CH2:20][C:21]3([C:26]([O:28][CH3:29])=[O:27])[CH2:25][CH2:24][CH2:23][CH2:22]3)=[N:19][C:15]=2[CH:14]=1.CCCC[N+](CCCC)(CCCC)CCCC.[F-], predict the reaction product. The product is: [NH:41]1[C:37]([C:33]2[CH:32]=[C:31]([CH:36]=[CH:35][CH:34]=2)[CH2:30][N:17]2[C:16]3[CH:50]=[CH:51][C:13]([O:12][CH2:11][C:2]4[CH:3]=[CH:4][C:5]5[C:10](=[CH:9][CH:8]=[CH:7][CH:6]=5)[N:1]=4)=[CH:14][C:15]=3[N:19]=[C:18]2[CH2:20][C:21]2([C:26]([O:28][CH3:29])=[O:27])[CH2:25][CH2:24][CH2:23][CH2:22]2)=[CH:38][CH:39]=[N:40]1. (2) Given the reactants [C:1]([C:3]1[CH:8]=[C:7]([C@@H:9]([NH:12][S:13]([C:15]([CH3:18])([CH3:17])[CH3:16])=[O:14])[CH2:10][CH3:11])[CH:6]=[CH:5][N:4]=1)#[N:2].C(=O)([O-])[O-:20].[K+].[K+].OO, predict the reaction product. The product is: [CH3:18][C:15]([S:13]([NH:12][C@H:9]([C:7]1[CH:6]=[CH:5][N:4]=[C:3]([C:1]([NH2:2])=[O:20])[CH:8]=1)[CH2:10][CH3:11])=[O:14])([CH3:17])[CH3:16]. (3) Given the reactants I[CH2:2][CH2:3][CH2:4][CH2:5][CH2:6][CH2:7][CH2:8][CH2:9][CH2:10][CH:11]=[CH2:12].[CH2:13]([O:15][P:16]([O:20]CC)[O:17][CH2:18][CH3:19])[CH3:14], predict the reaction product. The product is: [CH2:13]([O:15][P:16]([O:17][CH2:18][CH3:19])([CH2:2][CH2:3][CH2:4][CH2:5][CH2:6][CH2:7][CH2:8][CH2:9][CH2:10][CH:11]=[CH2:12])=[O:20])[CH3:14]. (4) The product is: [CH:1]([C:4]1[C:12]2[C:7](=[CH:8][CH:9]=[C:10]([O:13][C:14]3[C:19]([CH3:20])=[CH:18][C:17]([NH:21][CH2:22][C:23]([OH:25])=[O:24])=[CH:16][C:15]=3[CH3:28])[CH:11]=2)[NH:6][CH:5]=1)([CH3:3])[CH3:2]. Given the reactants [CH:1]([C:4]1[C:12]2[C:7](=[CH:8][CH:9]=[C:10]([O:13][C:14]3[C:19]([CH3:20])=[CH:18][C:17]([NH:21][CH2:22][C:23]([O:25]CC)=[O:24])=[CH:16][C:15]=3[CH3:28])[CH:11]=2)[NH:6][CH:5]=1)([CH3:3])[CH3:2].[OH-].[Na+].Cl, predict the reaction product. (5) Given the reactants [N+](=[C:3]([C:8]1[CH:13]=[C:12]([C:14]([F:17])([F:16])[F:15])[CH:11]=[C:10]([C:18]([F:21])([F:20])[F:19])[CH:9]=1)[C:4]([O:6][CH3:7])=[O:5])=[N-].[CH2:22]([N:29]1[C@@H:34]2[CH2:35][CH2:36][C@@:30]1([C:38]1[CH:43]=[CH:42][CH:41]=[CH:40][CH:39]=1)[C@H:31]([OH:37])[CH2:32][CH2:33]2)[C:23]1[CH:28]=[CH:27][CH:26]=[CH:25][CH:24]=1, predict the reaction product. The product is: [CH2:22]([N:29]1[C@@H:34]2[CH2:35][CH2:36][C@@:30]1([C:38]1[CH:43]=[CH:42][CH:41]=[CH:40][CH:39]=1)[C@H:31]([O:37][C@H:3]([C:4]([O:6][CH3:7])=[O:5])[C:8]1[CH:13]=[C:12]([C:14]([F:17])([F:16])[F:15])[CH:11]=[C:10]([C:18]([F:21])([F:20])[F:19])[CH:9]=1)[CH2:32][CH2:33]2)[C:23]1[CH:24]=[CH:25][CH:26]=[CH:27][CH:28]=1. (6) The product is: [CH2:1]([N:8]1[CH2:13][C:12](=[O:14])[NH:11][C@H:10]([CH2:15][C:16]([NH:20][C:21]2[CH:26]=[CH:25][CH:24]=[CH:23][CH:22]=2)=[O:18])[C:9]1=[O:19])[C:2]1[CH:3]=[CH:4][CH:5]=[CH:6][CH:7]=1. Given the reactants [CH2:1]([N:8]1[CH2:13][C:12](=[O:14])[NH:11][C@H:10]([CH2:15][C:16]([OH:18])=O)[C:9]1=[O:19])[C:2]1[CH:7]=[CH:6][CH:5]=[CH:4][CH:3]=1.[NH2:20][C:21]1[CH:26]=[CH:25][CH:24]=[CH:23][CH:22]=1.CN(C(ON1N=NC2C=CC=NC1=2)=[N+](C)C)C.F[P-](F)(F)(F)(F)F.Cl, predict the reaction product.